Dataset: Reaction yield outcomes from USPTO patents with 853,638 reactions. Task: Predict the reaction yield, written as a fraction of the theoretical maximum amount of product (1.0 means a 100% yield; for example, 0.34 means a 34% yield). (1) The reactants are C([Li])(C)(C)C.I[C:7]1[CH:12]=[CH:11][N:10]=[CH:9][CH:8]=1.[Br:13][C:14]1[CH:15]=[C:16]([C:20]([C:28]2[CH:33]=[CH:32][CH:31]=[CH:30][C:29]=2[C:34]#[N:35])=[N:21]S(C(C)(C)C)=O)[CH:17]=[CH:18][CH:19]=1. The catalyst is O1CCCC1. The product is [Br:13][C:14]1[CH:15]=[C:16]([C:20]2([C:7]3[CH:12]=[CH:11][N:10]=[CH:9][CH:8]=3)[C:28]3[C:29](=[CH:30][CH:31]=[CH:32][CH:33]=3)[C:34]([NH2:35])=[N:21]2)[CH:17]=[CH:18][CH:19]=1. The yield is 0.610. (2) The reactants are [NH2:1][C:2]1[CH:10]=[CH:9][C:5]([C:6]([OH:8])=O)=[CH:4][CH:3]=1.[CH2:11]1[C@H:20]2[C@H:15]([CH2:16][CH2:17][C:18]3[CH:24]=[CH:23][CH:22]=[CH:21][C:19]=32)[NH:14][CH2:13][CH2:12]1.F[P-](F)(F)(F)(F)F.N1(OC(N(C)C)=[N+](C)C)C2N=CC=CC=2N=N1. No catalyst specified. The product is [NH2:1][C:2]1[CH:3]=[CH:4][C:5]([C:6]([N:14]2[C@@H:15]3[C@@H:20]([C:19]4[CH:21]=[CH:22][CH:23]=[CH:24][C:18]=4[CH2:17][CH2:16]3)[CH2:11][CH2:12][CH2:13]2)=[O:8])=[CH:9][CH:10]=1. The yield is 0.660. (3) The reactants are [C:1]1([Li])[CH:6]=[CH:5][CH:4]=[CH:3][CH:2]=1.[N:8]1[C:17]2[C:12](=[CH:13][CH:14]=[C:15]3[CH:21]=[CH:20][CH:19]=[CH:18][C:16]3=2)[CH:11]=[CH:10][CH:9]=1.[O-]S([O-])(=O)=O.[Mg+2]. The catalyst is C1(C)C=CC=CC=1.C(Cl)Cl.O=[Mn]=O. The product is [C:1]1([C:9]2[CH:10]=[CH:11][C:12]3[C:17](=[C:16]4[CH:18]=[CH:19][CH:20]=[CH:21][C:15]4=[CH:14][CH:13]=3)[N:8]=2)[CH:6]=[CH:5][CH:4]=[CH:3][CH:2]=1. The yield is 0.640. (4) The yield is 0.450. The catalyst is ClCCl. The product is [CH:15]([NH:18][S:2]([C:5]1[CH:6]=[C:7]2[C:11](=[CH:12][CH:13]=1)[NH:10][C:9](=[O:14])[CH2:8]2)(=[O:4])=[O:3])([CH3:17])[CH3:16]. The reactants are Cl[S:2]([C:5]1[CH:6]=[C:7]2[C:11](=[CH:12][CH:13]=1)[NH:10][C:9](=[O:14])[CH2:8]2)(=[O:4])=[O:3].[CH:15]([NH2:18])([CH3:17])[CH3:16].N1C=CC=CC=1. (5) The reactants are [NH:1]1[CH2:6][CH2:5][CH2:4][CH2:3][CH2:2]1.CN(C)C=O.Cl[C:13]1[CH:18]=[CH:17][C:16]([Cl:19])=[CH:15][C:14]=1[N+:20]([O-:22])=[O:21]. The catalyst is O. The product is [Cl:19][C:16]1[CH:17]=[CH:18][C:13]([N:1]2[CH2:6][CH2:5][CH2:4][CH2:3][CH2:2]2)=[C:14]([N+:20]([O-:22])=[O:21])[CH:15]=1. The yield is 0.964. (6) The reactants are [CH2:1]([O:8][C:9]1[C:14](=[O:15])[CH:13]=[CH:12]O[C:10]=1[CH3:16])[C:2]1[CH:7]=[CH:6][CH:5]=[CH:4][CH:3]=1.Cl.[F:18][C:19]([F:23])([F:22])[CH2:20][NH2:21]. The yield is 0.600. The product is [CH2:1]([O:8][C:9]1[C:14](=[O:15])[CH:13]=[CH:12][N:21]([CH2:20][C:19]([F:23])([F:22])[F:18])[C:10]=1[CH3:16])[C:2]1[CH:3]=[CH:4][CH:5]=[CH:6][CH:7]=1. The catalyst is N1C=CC=CC=1. (7) The reactants are [Br:1][C:2]1[CH:3]=[CH:4][C:5]([OH:18])=[C:6]([C:8](=[O:17])[CH2:9][C:10]2[CH:15]=[CH:14][CH:13]=[CH:12][C:11]=2[F:16])[CH:7]=1.[C:19](O[C:19](=O)[CH2:20][CH2:21][CH3:22])(=O)[CH2:20][CH2:21][CH3:22].Cl. The catalyst is C(N(CC)CC)C. The product is [Br:1][C:2]1[CH:7]=[C:6]2[C:5](=[CH:4][CH:3]=1)[O:18][C:19]([CH2:20][CH2:21][CH3:22])=[C:9]([C:10]1[CH:15]=[CH:14][CH:13]=[CH:12][C:11]=1[F:16])[C:8]2=[O:17]. The yield is 0.690. (8) The reactants are [F:1][C:2]([F:25])([F:24])[C@@H:3]1[CH2:8][CH2:7][C@H:6]([NH:9][C:10]2[CH:11]=[C:12]3[C:17](=[CH:18][CH:19]=2)[CH:16]=[C:15]([C:20]([O:22][CH3:23])=[O:21])[CH:14]=[CH:13]3)[CH2:5][CH2:4]1.C(O)(C(F)(F)F)=O.C1C(=O)N([I:40])C(=O)C1. The catalyst is CC#N. The product is [I:40][C:11]1[C:10]([NH:9][C@H:6]2[CH2:7][CH2:8][C@@H:3]([C:2]([F:24])([F:25])[F:1])[CH2:4][CH2:5]2)=[CH:19][CH:18]=[C:17]2[C:12]=1[CH:13]=[CH:14][C:15]([C:20]([O:22][CH3:23])=[O:21])=[CH:16]2. The yield is 0.500.